This data is from Forward reaction prediction with 1.9M reactions from USPTO patents (1976-2016). The task is: Predict the product of the given reaction. (1) The product is: [CH3:15][C:3]1[C:2]([NH:25][C:17]([CH3:18])([CH2:19][CH2:20][S:21]([CH3:24])(=[O:23])=[O:22])[CH3:16])=[N:11][C:10]2[C:5](=[CH:6][CH:7]=[CH:8][C:9]=2[C:12](=[O:14])[CH3:13])[N:4]=1. Given the reactants F[C:2]1[C:3]([CH3:15])=[N:4][C:5]2[C:10]([N:11]=1)=[C:9]([C:12](=[O:14])[CH3:13])[CH:8]=[CH:7][CH:6]=2.[CH3:16][C:17]([NH2:25])([CH2:19][CH2:20][S:21]([CH3:24])(=[O:23])=[O:22])[CH3:18].C(N(C(C)C)C(C)C)C, predict the reaction product. (2) The product is: [Si:11]([O:18][CH2:19][C@H:20]1[N:25]([C:26]([O:28][C:29]([CH3:32])([CH3:31])[CH3:30])=[O:27])[CH2:24][C@@H:23]([CH:33]=[O:34])[O:22][CH2:21]1)([C:14]([CH3:17])([CH3:15])[CH3:16])([CH3:13])[CH3:12]. Given the reactants C(Cl)(=O)C(Cl)=O.CS(C)=O.[Si:11]([O:18][CH2:19][C@H:20]1[N:25]([C:26]([O:28][C:29]([CH3:32])([CH3:31])[CH3:30])=[O:27])[CH2:24][C@@H:23]([CH2:33][OH:34])[O:22][CH2:21]1)([C:14]([CH3:17])([CH3:16])[CH3:15])([CH3:13])[CH3:12].C(N(CC)CC)C, predict the reaction product. (3) Given the reactants [CH2:1]([N:8]1[CH2:13][CH2:12][CH2:11][CH2:10][C:9]1=O)[C:2]1[CH:7]=[CH:6][CH:5]=[CH:4][CH:3]=1.[NH:15]1[CH2:20][CH2:19][O:18][CH2:17][CH2:16]1.C1(C)C=CC(S(O)(=O)=O)=CC=1.C(O[BH-](OC(=O)C)OC(=O)C)(=O)C.[Na+].C(=O)([O-])[O-].[K+].[K+], predict the reaction product. The product is: [C:2]1([CH2:1][N:8]2[CH2:13][CH2:12][CH:11]([N:15]3[CH2:20][CH2:19][O:18][CH2:17][CH2:16]3)[CH2:10][CH2:9]2)[CH:7]=[CH:6][CH:5]=[CH:4][CH:3]=1. (4) Given the reactants [Br:1][C:2]1[CH:10]=[C:9]([N+:11]([O-:13])=[O:12])[CH:8]=[CH:7][C:3]=1[C:4]([OH:6])=O.[NH:14]1[CH2:18][CH2:17][CH2:16][CH2:15]1.CN(C(ON1N=NC2C=CC=CC1=2)=[N+](C)C)C.[B-](F)(F)(F)F.CN1CCOCC1, predict the reaction product. The product is: [Br:1][C:2]1[CH:10]=[C:9]([N+:11]([O-:13])=[O:12])[CH:8]=[CH:7][C:3]=1[C:4]([N:14]1[CH2:18][CH2:17][CH2:16][CH2:15]1)=[O:6]. (5) Given the reactants C(NC(C)C)(C)C.[Li]CCCC.[CH3:13][N:14]1[C:18]2=[C:19]3[CH:25]=[CH:24][N:23]([S:26]([C:29]4[CH:35]=[CH:34][C:32]([CH3:33])=[CH:31][CH:30]=4)(=[O:28])=[O:27])[C:20]3=[N:21][CH:22]=[C:17]2[CH:16]=[N:15]1.[I:36]I, predict the reaction product. The product is: [I:36][C:24]1[N:23]([S:26]([C:29]2[CH:35]=[CH:34][C:32]([CH3:33])=[CH:31][CH:30]=2)(=[O:27])=[O:28])[C:20]2=[N:21][CH:22]=[C:17]3[CH:16]=[N:15][N:14]([CH3:13])[C:18]3=[C:19]2[CH:25]=1. (6) Given the reactants [Cl:1][C:2]1[CH:3]=[C:4]([C:8]2[CH:13]=[CH:12][C:11]([CH:14]([C:29]3([OH:35])[CH2:34][CH2:33][CH2:32][CH2:31][CH2:30]3)[CH2:15][N:16]3[CH2:21][CH2:20][N:19](C(OC(C)(C)C)=O)[CH2:18][CH2:17]3)=[CH:10][CH:9]=2)[CH:5]=[CH:6][CH:7]=1.[ClH:36], predict the reaction product. The product is: [ClH:1].[ClH:36].[Cl:1][C:2]1[CH:3]=[C:4]([C:8]2[CH:9]=[CH:10][C:11]([CH:14]([C:29]3([OH:35])[CH2:30][CH2:31][CH2:32][CH2:33][CH2:34]3)[CH2:15][N:16]3[CH2:17][CH2:18][NH:19][CH2:20][CH2:21]3)=[CH:12][CH:13]=2)[CH:5]=[CH:6][CH:7]=1. (7) Given the reactants [O:1]=[C:2]1[CH:11]=[CH:10][C:9]2[CH:8]=[CH:7][C:6]3[O:12][CH2:13][CH2:14][O:15][C:5]=3[C:4]=2[N:3]1[CH2:16][CH2:17][N:18]1[CH2:23][CH2:22][CH:21]([NH:24]C(=O)OC(C)(C)C)[CH2:20][CH2:19]1.Cl, predict the reaction product. The product is: [NH2:24][CH:21]1[CH2:20][CH2:19][N:18]([CH2:17][CH2:16][N:3]2[C:4]3[C:5]4[O:15][CH2:14][CH2:13][O:12][C:6]=4[CH:7]=[CH:8][C:9]=3[CH:10]=[CH:11][C:2]2=[O:1])[CH2:23][CH2:22]1.